Dataset: Human liver microsome stability data. Task: Regression/Classification. Given a drug SMILES string, predict its absorption, distribution, metabolism, or excretion properties. Task type varies by dataset: regression for continuous measurements (e.g., permeability, clearance, half-life) or binary classification for categorical outcomes (e.g., BBB penetration, CYP inhibition). Dataset: hlm. (1) The drug is COc1cc(-c2cn[nH]c2)cc2c(O)nc(C3COc4ccc(F)cc4C3)nc12. The result is 0 (unstable in human liver microsomes). (2) The drug is CC(C)COC(=O)Nc1ccc2c(c1)sc1cc(S(=O)(=O)N[C@H](C(=O)O)C(C)C)ccc12. The result is 0 (unstable in human liver microsomes). (3) The drug is O=C1CC(=O)CC([C@@H]2C[C@H]2c2cc(C(F)(F)F)cc(C(F)(F)F)c2)C1. The result is 0 (unstable in human liver microsomes). (4) The drug is O=C(N[C@H](Cc1c[nH]c2ccccc12)C(=O)Nc1ccncc1)c1ccc(-c2ccc(OCc3ccc(F)cc3F)c(F)c2)cc1F. The result is 1 (stable in human liver microsomes). (5) The compound is CCS(=O)(=O)N1CCc2cc(C(=O)CSc3ccc4c(c3)OCCCO4)ccc21. The result is 1 (stable in human liver microsomes). (6) The compound is O=C(c1cccnc1)N1CCC(NS(=O)(=O)c2cc(S(=O)(=O)c3ccccc3)ccc2C(F)(F)F)CC1. The result is 1 (stable in human liver microsomes).